From a dataset of Catalyst prediction with 721,799 reactions and 888 catalyst types from USPTO. Predict which catalyst facilitates the given reaction. Reactant: [NH2:1][C:2]1[CH:3]=[C:4]2[C:9](=[CH:10][C:11]=1[O:12][CH3:13])[N:8]=[C:7]([NH:14][CH2:15][CH2:16][OH:17])[CH:6]=[CH:5]2.[C:18]([Si:22]([CH3:25])([CH3:24])Cl)([CH3:21])([CH3:20])[CH3:19].N1C=CN=C1. Product: [C:18]([Si:22]([CH3:25])([CH3:24])[O:17][CH2:16][CH2:15][NH:14][C:7]1[CH:6]=[CH:5][C:4]2[C:9](=[CH:10][C:11]([O:12][CH3:13])=[C:2]([NH2:1])[CH:3]=2)[N:8]=1)([CH3:21])([CH3:20])[CH3:19]. The catalyst class is: 4.